The task is: Predict the reactants needed to synthesize the given product.. This data is from Full USPTO retrosynthesis dataset with 1.9M reactions from patents (1976-2016). (1) Given the product [F:10][C:11]1[CH:16]=[CH:15][C:14]([N+:17]([O-:19])=[O:18])=[CH:13][C:12]=1[C:2]1[CH:7]=[CH:6][CH:5]=[C:4]([O:8][CH3:9])[N:3]=1, predict the reactants needed to synthesize it. The reactants are: Cl[C:2]1[CH:7]=[CH:6][CH:5]=[C:4]([O:8][CH3:9])[N:3]=1.[F:10][C:11]1[CH:16]=[CH:15][C:14]([N+:17]([O-:19])=[O:18])=[CH:13][C:12]=1B1OC(C)(C)C(C)(C)O1. (2) Given the product [Br:10][C:11]1[CH:12]=[N:13][CH:14]=[C:15]([C:2]#[C:1][C:3]2[CH:8]=[CH:7][CH:6]=[C:5]([F:9])[CH:4]=2)[CH:16]=1, predict the reactants needed to synthesize it. The reactants are: [C:1]([C:3]1[CH:8]=[CH:7][CH:6]=[C:5]([F:9])[CH:4]=1)#[CH:2].[Br:10][C:11]1[CH:12]=[N:13][CH:14]=[C:15](Br)[CH:16]=1. (3) Given the product [CH3:1][O:2][CH:3]1[CH:7]([C:8]([O:10][CH2:11][CH3:12])=[O:9])[CH2:6][CH:5]([O:13][CH3:14])[O:4]1, predict the reactants needed to synthesize it. The reactants are: [CH3:1][O:2][CH:3]1[C:7]([C:8]([O:10][CH2:11][CH3:12])=[O:9])=[CH:6][CH:5]([O:13][CH3:14])[O:4]1.[H][H]. (4) Given the product [F:1][C:2]1[CH:3]=[C:4]([CH:29]=[C:30]([N:32]2[CH2:37][CH2:36][O:35][CH2:34][CH2:33]2)[CH:31]=1)[C:5]([NH:7][C:8]1[C:17]2[C:12](=[CH:13][CH:14]=[CH:15][CH:16]=2)[C:11]([O:18][C:19]2[CH:24]=[CH:23][N:22]=[C:21]([NH:46][CH2:45][CH2:44][N:38]3[CH2:43][CH2:42][CH2:41][CH2:40][CH2:39]3)[N:20]=2)=[CH:10][CH:9]=1)=[O:6], predict the reactants needed to synthesize it. The reactants are: [F:1][C:2]1[CH:3]=[C:4]([CH:29]=[C:30]([N:32]2[CH2:37][CH2:36][O:35][CH2:34][CH2:33]2)[CH:31]=1)[C:5]([NH:7][C:8]1[C:17]2[C:12](=[CH:13][CH:14]=[CH:15][CH:16]=2)[C:11]([O:18][C:19]2[CH:24]=[CH:23][N:22]=[C:21](S(C)(=O)=O)[N:20]=2)=[CH:10][CH:9]=1)=[O:6].[N:38]1([CH2:44][CH2:45][NH2:46])[CH2:43][CH2:42][CH2:41][CH2:40][CH2:39]1. (5) Given the product [F:2][C:3]1[CH:4]=[C:5]([CH:45]=[CH:46][CH:47]=1)[CH2:6][N:7]1[C:11]([CH3:12])=[C:10]([C:13]2[C:21]3[C:16](=[N:17][CH:18]=[C:19]([C:22]4[CH:27]=[CH:26][C:25]([N:28]5[CH2:29][CH2:30][N:31]([CH2:52][C@@H:51]([OH:59])[CH3:53])[CH2:32][CH2:33]5)=[CH:24][CH:23]=4)[CH:20]=3)[N:15]([S:34]([C:37]3[CH:43]=[CH:42][C:40]([CH3:41])=[CH:39][CH:38]=3)(=[O:35])=[O:36])[CH:14]=2)[C:9]([CH3:44])=[N:8]1, predict the reactants needed to synthesize it. The reactants are: Cl.[F:2][C:3]1[CH:4]=[C:5]([CH:45]=[CH:46][CH:47]=1)[CH2:6][N:7]1[C:11]([CH3:12])=[C:10]([C:13]2[C:21]3[C:16](=[N:17][CH:18]=[C:19]([C:22]4[CH:27]=[CH:26][C:25]([N:28]5[CH2:33][CH2:32][NH:31][CH2:30][CH2:29]5)=[CH:24][CH:23]=4)[CH:20]=3)[N:15]([S:34]([C:37]3[CH:43]=[CH:42][C:40]([CH3:41])=[CH:39][CH:38]=3)(=[O:36])=[O:35])[CH:14]=2)[C:9]([CH3:44])=[N:8]1.CCN(C(C)C)[CH:51]([CH3:53])[CH3:52].C([OH:59])C. (6) Given the product [CH3:1][O:2][C:3](=[O:15])[C:4]1[CH:9]=[C:8]([F:10])[CH:7]=[C:6]([NH2:11])[C:5]=1[NH2:14], predict the reactants needed to synthesize it. The reactants are: [CH3:1][O:2][C:3](=[O:15])[C:4]1[CH:9]=[C:8]([F:10])[CH:7]=[C:6]([N+:11]([O-])=O)[C:5]=1[NH2:14].[H][H]. (7) Given the product [CH:8]1[CH:7]=[CH:6][C:5]2[CH2:22][CH2:23][CH2:24][N:3]3[C:4]=2[C:9]=1[C@@H:10]1[CH2:14][N:13]([C:15]([O:17][C:18]([CH3:21])([CH3:20])[CH3:19])=[O:16])[CH2:12][C@H:11]1[CH2:2]3, predict the reactants needed to synthesize it. The reactants are: O=[C:2]1[C@@H:11]2[CH2:12][N:13]([C:15]([O:17][C:18]([CH3:21])([CH3:20])[CH3:19])=[O:16])[CH2:14][C@H:10]2[C:9]2[C:4]3=[C:5]([CH2:22][CH2:23][CH2:24][N:3]13)[CH:6]=[CH:7][CH:8]=2.O1CCCC1.B.